This data is from Full USPTO retrosynthesis dataset with 1.9M reactions from patents (1976-2016). The task is: Predict the reactants needed to synthesize the given product. (1) Given the product [CH3:1][C:2]1[CH:10]=[C:9]2[C:5]([CH:6]=[C:7]([CH2:11][CH2:12][C:13]([OH:15])=[O:14])[NH:8]2)=[CH:4][CH:3]=1, predict the reactants needed to synthesize it. The reactants are: [CH3:1][C:2]1[CH:10]=[C:9]2[C:5]([CH:6]=[C:7]([CH2:11][CH2:12][C:13]([O:15]C)=[O:14])[NH:8]2)=[CH:4][CH:3]=1.O[Li].O.Cl. (2) The reactants are: [N:1]1([CH2:7][CH2:8][CH2:9][O:10][C:11]2[CH:18]=[CH:17][C:14]([CH:15]=O)=[CH:13][CH:12]=2)[CH2:6][CH2:5][CH2:4][CH2:3][CH2:2]1.[NH:19]1[CH2:24][CH2:23][CH:22]([N:25]([C:33]2[CH:38]=[CH:37][CH:36]=[CH:35][N:34]=2)[CH2:26][CH2:27][N:28]2[CH2:32][CH2:31][CH2:30][CH2:29]2)[CH2:21][CH2:20]1.C(O[BH-](OC(=O)C)OC(=O)C)(=O)C.[Na+].[OH-].[Na+].[CH2:55]([Cl:57])[Cl:56]. Given the product [NH3:1].[CH2:55]([Cl:57])[Cl:56].[N:1]1([CH2:7][CH2:8][CH2:9][O:10][C:11]2[CH:18]=[CH:17][C:14]([CH2:15][N:19]3[CH2:24][CH2:23][CH:22]([N:25]([C:33]4[CH:38]=[CH:37][CH:36]=[CH:35][N:34]=4)[CH2:26][CH2:27][N:28]4[CH2:32][CH2:31][CH2:30][CH2:29]4)[CH2:21][CH2:20]3)=[CH:13][CH:12]=2)[CH2:6][CH2:5][CH2:4][CH2:3][CH2:2]1, predict the reactants needed to synthesize it. (3) Given the product [CH2:29]([N:16]1[C:15](=[O:33])[C:14]([N:11]2[CH2:12][CH2:13][N:8]([CH3:6])[CH2:9][CH2:10]2)=[C:19]([CH3:20])[C:18]([C:21]2[CH:26]=[CH:25][C:24]([S:47]([CH3:50])(=[O:48])=[O:46])=[CH:23][CH:22]=2)=[N:17]1)[CH:30]([CH3:32])[CH3:31], predict the reactants needed to synthesize it. The reactants are: C(O[C:6]([N:8]1[CH2:13][CH2:12][N:11]([C:14]2[C:15](=[O:33])[N:16]([CH2:29][CH:30]([CH3:32])[CH3:31])[N:17]=[C:18]([C:21]3[CH:26]=[CH:25][C:24](C)=[C:23](F)[CH:22]=3)[C:19]=2[CH3:20])[CH2:10][CH2:9]1)=O)(C)(C)C.C(N1C(=O)C(C[O:46][S:47]([CH3:50])(=O)=[O:48])=CC(C2C=CC(S(C)(=O)=O)=CC=2)=N1)C(C)C.CN1CCNCC1. (4) Given the product [CH3:22][N:18]1[C:19]2[C:14](=[CH:13][C:12]([C:7]3[C:6]4[CH2:5][CH2:4][CH2:3][C@@H:2]([NH:1][C:31]([C:26]5[C:25]([Cl:24])=[CH:30][CH:29]=[CH:28][N:27]=5)=[O:32])[C:11]=4[CH:10]=[N:9][CH:8]=3)=[CH:21][CH:20]=2)[CH2:15][CH2:16][C:17]1=[O:23], predict the reactants needed to synthesize it. The reactants are: [NH2:1][C@H:2]1[C:11]2[CH:10]=[N:9][CH:8]=[C:7]([C:12]3[CH:13]=[C:14]4[C:19](=[CH:20][CH:21]=3)[N:18]([CH3:22])[C:17](=[O:23])[CH2:16][CH2:15]4)[C:6]=2[CH2:5][CH2:4][CH2:3]1.[Cl:24][C:25]1[C:26]([C:31](O)=[O:32])=[N:27][CH:28]=[CH:29][CH:30]=1. (5) Given the product [Br:1][C:2]1[CH:11]=[C:10]([F:12])[C:5]2[N:6]=[CH:7][S:8][C:4]=2[CH:3]=1, predict the reactants needed to synthesize it. The reactants are: [Br:1][C:2]1[CH:11]=[C:10]([F:12])[C:5]2[N:6]=[C:7](N)[S:8][C:4]=2[CH:3]=1.N(OCCC(C)C)=O. (6) Given the product [O:10]([C:3]1[CH:4]=[CH:5][C:6]([N+:7]([O-:9])=[O:8])=[CH:1][CH:2]=1)[C@@H:24]1[O:25][C@H:26]([CH2:27][OH:28])[C@@H:22]([OH:21])[CH2:23]1, predict the reactants needed to synthesize it. The reactants are: [CH:1]1[C:6]([N+:7]([O-:9])=[O:8])=[CH:5][CH:4]=[C:3]([OH:10])[CH:2]=1.[H-].[Na+].C1(C)C(C([O:21][C@@H:22]2[C@@H:26]([CH2:27][O:28]C(C3C(C)=CC=CC=3)=O)[O:25][C@H:24](Cl)[CH2:23]2)=O)=CC=CC=1.O. (7) Given the product [CH3:1][O:2][C:3]1[CH:9]=[C:8]2[C:6](=[CH:5][C:4]=1[CH3:10])[N:7]=[CH:20][CH:19]=[CH:24]2, predict the reactants needed to synthesize it. The reactants are: [CH3:1][O:2][C:3]1[CH:9]=[CH:8][C:6]([NH2:7])=[CH:5][C:4]=1[CH3:10].OS(O)(=O)=O.[N+]([C:19]1[CH:20]=C(S(O)(=O)=O)C=C[CH:24]=1)([O-])=O. (8) Given the product [C:9]([O:8][CH2:7][C:6]([NH:29][C:30](=[O:32])[CH3:31])([CH2:12][CH2:13][C:14]1[CH:19]=[CH:18][C:17]([C:20]2[CH:25]=[CH:24][C:23]([C:26]3[CH:43]=[C:44]([CH2:45][CH2:46][CH3:47])[O:28][N:27]=3)=[CH:22][CH:21]=2)=[CH:16][CH:15]=1)[CH2:5][O:4][C:1](=[O:3])[CH3:2])(=[O:11])[CH3:10], predict the reactants needed to synthesize it. The reactants are: [C:1]([O:4][CH2:5][C:6]([NH:29][C:30](=[O:32])[CH3:31])([CH2:12][CH2:13][C:14]1[CH:19]=[CH:18][C:17]([C:20]2[CH:25]=[CH:24][C:23]([CH:26]=[N:27][OH:28])=[CH:22][CH:21]=2)=[CH:16][CH:15]=1)[CH2:7][O:8][C:9](=[O:11])[CH3:10])(=[O:3])[CH3:2].[O-]Cl.[Na+].CCN(CC)CC.[CH:43]#[C:44][CH2:45][CH2:46][CH3:47]. (9) Given the product [CH:1]1([CH2:4][O:5][C:6]2[C:14]([C:15]3[CH:20]=[CH:19][C:18]([F:21])=[CH:17][CH:16]=3)=[CH:13][C:9]([C:10]([NH:53][CH2:54][C@@H:55]3[CH2:60][CH2:59][CH2:58][CH2:57][C@@H:56]3[OH:61])=[O:12])=[CH:8][N:7]=2)[CH2:2][CH2:3]1, predict the reactants needed to synthesize it. The reactants are: [CH:1]1([CH2:4][O:5][C:6]2[C:14]([C:15]3[CH:20]=[CH:19][C:18]([F:21])=[CH:17][CH:16]=3)=[CH:13][C:9]([C:10]([OH:12])=O)=[CH:8][N:7]=2)[CH2:3][CH2:2]1.CN(C(ON1N=NC2C=CC=CC1=2)=[N+](C)C)C.[B-](F)(F)(F)F.C(N(CC)C(C)C)(C)C.[NH2:53][CH2:54][C@H:55]1[CH2:60][CH2:59][CH2:58][CH2:57][C@H:56]1[OH:61].